Predict which catalyst facilitates the given reaction. From a dataset of Catalyst prediction with 721,799 reactions and 888 catalyst types from USPTO. (1) Reactant: [NH2:1][C:2]1[NH:6][N:5]=[C:4]([NH:7][C:8]2[CH:13]=[CH:12][CH:11]=[C:10]([Cl:14])[CH:9]=2)[C:3]=1[C:15]#[N:16].C(=O)([O-])[O-:18].[K+].[K+].OO. Product: [NH2:1][C:2]1[NH:6][N:5]=[C:4]([NH:7][C:8]2[CH:13]=[CH:12][CH:11]=[C:10]([Cl:14])[CH:9]=2)[C:3]=1[C:15]([NH2:16])=[O:18]. The catalyst class is: 16. (2) Reactant: [N:1]([CH2:4][CH2:5][CH2:6][CH2:7][C:8]#[CH:9])=[N+:2]=[N-:3].[C:10]([O:14][CH3:15])(=[O:13])[C:11]#[CH:12].O=C1O[C@H]([C@H](CO)O)C([O-])=C1O.[Na+]. Product: [CH2:4]([N:1]1[CH:12]=[C:11]([C:10]([O:14][CH3:15])=[O:13])[N:3]=[N:2]1)[CH2:5][CH2:6][CH2:7][C:8]#[CH:9]. The catalyst class is: 664. (3) Reactant: O[C:2]1[C:11]2[CH2:10][C:9]([CH3:13])([CH3:12])[CH2:8][CH2:7][C:6]=2[N:5]=[C:4]([C@H:14]2[CH2:18][CH2:17][CH2:16][N:15]2[C:19]([O:21][CH2:22][C:23]2[CH:28]=[CH:27][CH:26]=[CH:25][CH:24]=2)=[O:20])[N:3]=1.P(Cl)(Cl)([Cl:31])=O. Product: [Cl:31][C:2]1[C:11]2[CH2:10][C:9]([CH3:13])([CH3:12])[CH2:8][CH2:7][C:6]=2[N:5]=[C:4]([C@H:14]2[CH2:18][CH2:17][CH2:16][N:15]2[C:19]([O:21][CH2:22][C:23]2[CH:28]=[CH:27][CH:26]=[CH:25][CH:24]=2)=[O:20])[N:3]=1. The catalyst class is: 22. (4) Reactant: [Br:1][C:2]1[CH:3]=[N:4][C:5]([N:11]2[CH2:16][CH2:15][N:14]([CH2:17][CH2:18][OH:19])[CH2:13][CH2:12]2)=[C:6]([CH:10]=1)[C:7]([OH:9])=O.[CH3:20][NH:21][CH3:22].F[P-](F)(F)(F)(F)F.N1(O[P+](N2CCCC2)(N2CCCC2)N2CCCC2)C2C=CC=CC=2N=N1. Product: [Br:1][C:2]1[CH:3]=[N:4][C:5]([N:11]2[CH2:16][CH2:15][N:14]([CH2:17][CH2:18][OH:19])[CH2:13][CH2:12]2)=[C:6]([CH:10]=1)[C:7]([N:21]([CH3:22])[CH3:20])=[O:9]. The catalyst class is: 410. (5) Reactant: C[O:2][C:3]([C:5]1[C:6]([C:15]2[CH:20]=[C:19]([Cl:21])[CH:18]=[C:17]([Cl:22])[CH:16]=2)=[N:7][C:8]([S:13][CH3:14])=[N:9][C:10]=1[CH2:11][CH3:12])=[O:4].O.[OH-].[Li+]. Product: [Cl:22][C:17]1[CH:16]=[C:15]([C:6]2[C:5]([C:3]([OH:4])=[O:2])=[C:10]([CH2:11][CH3:12])[N:9]=[C:8]([S:13][CH3:14])[N:7]=2)[CH:20]=[C:19]([Cl:21])[CH:18]=1. The catalyst class is: 299. (6) Reactant: [O:1]1[C:5]2([CH2:10][CH2:9][CH2:8][CH2:7][CH2:6]2)[CH2:4][C:3]([CH:11]=O)=[N:2]1.OS([O-])=O.[Na+].[CH3:18][C:19]1[C:20]([NH2:36])=[C:21]([NH2:35])[CH:22]=[C:23]([C:25]2[CH:30]=[CH:29][CH:28]=[CH:27][C:26]=2[C:31]([F:34])([F:33])[F:32])[CH:24]=1. Product: [CH3:18][C:19]1[C:20]2[NH:36][C:11]([C:3]3[CH2:4][C:5]4([CH2:10][CH2:9][CH2:8][CH2:7][CH2:6]4)[O:1][N:2]=3)=[N:35][C:21]=2[CH:22]=[C:23]([C:25]2[CH:30]=[CH:29][CH:28]=[CH:27][C:26]=2[C:31]([F:32])([F:33])[F:34])[CH:24]=1. The catalyst class is: 14. (7) Reactant: [CH3:1][O:2][C:3](=[O:20])[C@@H:4]([NH:9][C:10]([O:12][CH2:13][C:14]1[CH:19]=[CH:18][CH:17]=[CH:16][CH:15]=1)=[O:11])[CH2:5][C:6]([OH:8])=O.C(N1C=CN=C1)(N1C=CN=C1)=O.[C:33]([O:37][C:38](=[O:43])[CH2:39]C(O)=O)([CH3:36])([CH3:35])[CH3:34].[O-]CC.[Mg+2].[O-]CC. Product: [CH3:1][O:2][C:3](=[O:20])[C@@H:4]([NH:9][C:10]([O:12][CH2:13][C:14]1[CH:19]=[CH:18][CH:17]=[CH:16][CH:15]=1)=[O:11])[CH2:5][C:6](=[O:8])[CH2:39][C:38]([O:37][C:33]([CH3:36])([CH3:35])[CH3:34])=[O:43]. The catalyst class is: 7.